This data is from Full USPTO retrosynthesis dataset with 1.9M reactions from patents (1976-2016). The task is: Predict the reactants needed to synthesize the given product. (1) Given the product [F:18][C:17]([F:20])([F:19])[C:16]([NH:15][C:2]([CH3:14])([CH3:1])[CH2:3][C:4]1[CH:9]=[CH:8][C:7]([S:10]([C:27]2[CH:28]=[CH:29][C:24]([O:23][CH3:22])=[CH:25][CH:26]=2)(=[O:12])=[O:11])=[CH:6][CH:5]=1)=[O:21], predict the reactants needed to synthesize it. The reactants are: [CH3:1][C:2]([NH:15][C:16](=[O:21])[C:17]([F:20])([F:19])[F:18])([CH3:14])[CH2:3][C:4]1[CH:9]=[CH:8][C:7]([S:10](Cl)(=[O:12])=[O:11])=[CH:6][CH:5]=1.[CH3:22][O:23][C:24]1[CH:29]=[CH:28][CH:27]=[CH:26][CH:25]=1.Cl[Al](Cl)Cl.O. (2) Given the product [NH2:1][C:2]1[CH:10]=[CH:9][C:5]([C:6]([O:8][CH3:16])=[O:7])=[CH:4][C:3]=1[CH3:11], predict the reactants needed to synthesize it. The reactants are: [NH2:1][C:2]1[CH:10]=[CH:9][C:5]([C:6]([OH:8])=[O:7])=[CH:4][C:3]=1[CH3:11].S(Cl)(Cl)=O.[CH3:16]O. (3) Given the product [C:40]([O:39][C:38]([NH:37][CH2:36][CH2:35][CH2:34][CH2:33][CH2:32][S:29]([N:28]([C:2]1[N:11]=[C:10]([C:12]([O:14][CH3:15])=[O:13])[C:9]([O:16][S:17]([C:20]2[CH:26]=[CH:25][C:23]([CH3:24])=[CH:22][CH:21]=2)(=[O:19])=[O:18])=[C:8]2[C:3]=1[CH:4]=[CH:5][CH:6]=[N:7]2)[CH3:27])(=[O:31])=[O:30])=[O:44])([CH3:43])([CH3:42])[CH3:41], predict the reactants needed to synthesize it. The reactants are: Br[C:2]1[N:11]=[C:10]([C:12]([O:14][CH3:15])=[O:13])[C:9]([O:16][S:17]([C:20]2[CH:26]=[CH:25][C:23]([CH3:24])=[CH:22][CH:21]=2)(=[O:19])=[O:18])=[C:8]2[C:3]=1[CH:4]=[CH:5][CH:6]=[N:7]2.[CH3:27][NH:28][S:29]([CH2:32][CH2:33][CH2:34][CH2:35][CH2:36][NH:37][C:38](=[O:44])[O:39][C:40]([CH3:43])([CH3:42])[CH3:41])(=[O:31])=[O:30].N1C=CC=CC=1C1C=CC=CN=1. (4) Given the product [Cl:1][C:2]1[CH:11]=[C:10]([CH:12]([O:14][C:15]2[CH:20]=[CH:19][CH:18]=[CH:17][CH:16]=2)[CH3:13])[CH:9]=[CH:8][C:3]=1[C:4]([OH:6])=[O:5], predict the reactants needed to synthesize it. The reactants are: [Cl:1][C:2]1[CH:11]=[C:10]([CH:12]([O:14][C:15]2[CH:20]=[CH:19][CH:18]=[CH:17][CH:16]=2)[CH3:13])[CH:9]=[CH:8][C:3]=1[C:4]([O:6]C)=[O:5].O.[OH-].[Li+].O.CO. (5) The reactants are: COC(=O)[C@H](CO)N[O:6][Si:7]([C:20]([CH3:23])([CH3:22])[CH3:21])([C:14]1[CH:19]=[CH:18][CH:17]=[CH:16][CH:15]=1)[C:8]1[CH:13]=[CH:12][CH:11]=[CH:10][CH:9]=1.[C:27](=[S:29])=S.C([N:32]([CH2:35][CH3:36])CC)C.Cl[C:38]([O:40][CH2:41]C)=[O:39]. Given the product [CH3:41][O:40][C:38](=[O:39])[C@@H:35]([N:32]=[C:27]=[S:29])[CH2:36][O:6][Si:7]([C:20]([CH3:21])([CH3:23])[CH3:22])([C:14]1[CH:15]=[CH:16][CH:17]=[CH:18][CH:19]=1)[C:8]1[CH:9]=[CH:10][CH:11]=[CH:12][CH:13]=1, predict the reactants needed to synthesize it. (6) Given the product [Br:1][C:2]1[CH:3]=[C:4]([C:14]([NH:17][CH2:18][C:19]2[C:20](=[O:27])[NH:21][C:22]([CH3:26])=[CH:23][C:24]=2[CH3:25])=[O:16])[C:5]2[CH:6]=[N:7][N:8]([CH:11]3[CH2:12][CH2:13]3)[C:9]=2[CH:10]=1, predict the reactants needed to synthesize it. The reactants are: [Br:1][C:2]1[CH:3]=[C:4]([C:14]([OH:16])=O)[C:5]2[CH:6]=[N:7][N:8]([CH:11]3[CH2:13][CH2:12]3)[C:9]=2[CH:10]=1.[NH2:17][CH2:18][C:19]1[C:20](=[O:27])[NH:21][C:22]([CH3:26])=[CH:23][C:24]=1[CH3:25]. (7) The reactants are: Br[C:2]1[CH:21]=[CH:20][CH:19]=[CH:18][C:3]=1[CH2:4][N:5]([C:12]1[CH:17]=[CH:16][CH:15]=[CH:14][CH:13]=1)[C:6]1[CH:11]=[CH:10][CH:9]=[CH:8][CH:7]=1.C(=O)([O-])[O-].[K+].[K+]. Given the product [C:6]1([N:5]2[CH2:4][C:3]3[C:18](=[CH:19][CH:20]=[CH:21][CH:2]=3)[C:13]3[CH:14]=[CH:15][CH:16]=[CH:17][C:12]2=3)[CH:11]=[CH:10][CH:9]=[CH:8][CH:7]=1, predict the reactants needed to synthesize it. (8) Given the product [CH3:1][O:2][C:3]([C:4]1[C:5]([NH2:13])=[C:6]([Cl:12])[C:7]2[C:8]([CH:9]=1)=[N:10][S:24][N:11]=2)=[O:14], predict the reactants needed to synthesize it. The reactants are: [CH3:1][O:2][C:3](=[O:14])[C:4]1[CH:9]=[C:8]([NH2:10])[C:7]([NH2:11])=[C:6]([Cl:12])[C:5]=1[NH2:13].C(N(CC)C(C)C)(C)C.[S:24](Cl)(Cl)=O. (9) Given the product [Cl:15][C:16]1[CH:17]=[C:18]([CH:19]=[C:20]([F:22])[CH:21]=1)[CH2:23][O:24][C:2]1[CH:13]=[C:6]2[N:7]([CH3:12])[CH:8]([CH3:11])[CH2:9][CH2:10][N:5]2[C:4](=[O:14])[N:3]=1, predict the reactants needed to synthesize it. The reactants are: Cl[C:2]1[CH:13]=[C:6]2[N:7]([CH3:12])[CH:8]([CH3:11])[CH2:9][CH2:10][N:5]2[C:4](=[O:14])[N:3]=1.[Cl:15][C:16]1[CH:17]=[C:18]([CH2:23][OH:24])[CH:19]=[C:20]([F:22])[CH:21]=1. (10) Given the product [CH3:21][S:18]([CH2:17][O:16][C:13]1[CH:14]=[CH:15][C:10]([C:9]([OH:22])=[O:8])=[CH:11][CH:12]=1)(=[O:19])=[O:20], predict the reactants needed to synthesize it. The reactants are: C([O:8][C:9](=[O:22])[C:10]1[CH:15]=[CH:14][C:13]([O:16][CH2:17][S:18]([CH3:21])(=[O:20])=[O:19])=[CH:12][CH:11]=1)C1C=CC=CC=1.